Dataset: TCR-epitope binding with 47,182 pairs between 192 epitopes and 23,139 TCRs. Task: Binary Classification. Given a T-cell receptor sequence (or CDR3 region) and an epitope sequence, predict whether binding occurs between them. (1) The epitope is GTITSGWTF. The TCR CDR3 sequence is CSVEGTGQGEQYF. Result: 0 (the TCR does not bind to the epitope). (2) The epitope is RPHERNGFTVL. The TCR CDR3 sequence is CASSQRVAGVAGELFF. Result: 0 (the TCR does not bind to the epitope). (3) The epitope is KPLEFGATSAAL. Result: 1 (the TCR binds to the epitope). The TCR CDR3 sequence is CASSPAGLAHEQYF.